Predict the reaction yield, written as a fraction of the theoretical maximum amount of product (1.0 means a 100% yield; for example, 0.34 means a 34% yield). From a dataset of Reaction yield outcomes from USPTO patents with 853,638 reactions. (1) The reactants are [F:1][C:2]1[CH:7]=[CH:6][CH:5]=[C:4]([F:8])[C:3]=1[N:9]=[C:10]=[O:11].[NH2:12][C:13]1[C:14]2[C:21]([C:22]([C:24]3[CH:29]=[CH:28][CH:27]=[C:26]([NH2:30])[CH:25]=3)=[O:23])=[CH:20][N:19]([CH:31]3[CH2:35][CH2:34][CH2:33][CH2:32]3)[C:15]=2[N:16]=[CH:17][N:18]=1. The catalyst is N1C=CC=CC=1. The product is [NH2:12][C:13]1[C:14]2[C:21]([C:22]([C:24]3[CH:25]=[C:26]([NH:30][C:10]([NH:9][C:3]4[C:2]([F:1])=[CH:7][CH:6]=[CH:5][C:4]=4[F:8])=[O:11])[CH:27]=[CH:28][CH:29]=3)=[O:23])=[CH:20][N:19]([CH:31]3[CH2:32][CH2:33][CH2:34][CH2:35]3)[C:15]=2[N:16]=[CH:17][N:18]=1. The yield is 0.280. (2) The reactants are [CH3:1][O:2][C:3]1[CH:4]=[C:5]2[C:10](=[CH:11][CH:12]=1)[N:9]=[C:8]([NH:13][CH2:14][CH2:15][CH3:16])[C:7]([CH2:17]O)=[CH:6]2.O=S(Cl)[Cl:21]. The catalyst is C(Cl)Cl. The product is [ClH:21].[Cl:21][CH2:17][C:7]1[C:8]([NH:13][CH2:14][CH2:15][CH3:16])=[N:9][C:10]2[C:5]([CH:6]=1)=[CH:4][C:3]([O:2][CH3:1])=[CH:12][CH:11]=2. The yield is 0.820.